From a dataset of Forward reaction prediction with 1.9M reactions from USPTO patents (1976-2016). Predict the product of the given reaction. (1) Given the reactants [C:1]([O:5][C:6](=[O:29])[N:7]([C@@H:9]1[C@@H:13]([C:14]2[CH:19]=[CH:18][C:17]([Cl:20])=[C:16]([Cl:21])[CH:15]=2)[CH2:12][N:11](CC2C=CC=CC=2)[CH2:10]1)[CH3:8])([CH3:4])([CH3:3])[CH3:2].ClC(OC(Cl)C)=O, predict the reaction product. The product is: [C:1]([O:5][C:6](=[O:29])[N:7]([C@@H:9]1[C@@H:13]([C:14]2[CH:19]=[CH:18][C:17]([Cl:20])=[C:16]([Cl:21])[CH:15]=2)[CH2:12][NH:11][CH2:10]1)[CH3:8])([CH3:4])([CH3:2])[CH3:3]. (2) Given the reactants [Br:1][C:2]1[CH:3]=[C:4]([CH:8]=[O:9])[S:5][C:6]=1[CH3:7].CC1C=CC(S([CH2:20][N:21]=[CH2:22])(=O)=O)=CC=1.C(=O)([O-])[O-].[K+].[K+], predict the reaction product. The product is: [Br:1][C:2]1[CH:3]=[C:4]([C:8]2[O:9][CH:22]=[N:21][CH:20]=2)[S:5][C:6]=1[CH3:7].